From a dataset of Forward reaction prediction with 1.9M reactions from USPTO patents (1976-2016). Predict the product of the given reaction. (1) Given the reactants Cl.Cl.[NH2:3][CH:4]1[CH2:7][N:6]([C:8]2[C:18]([C:19]#[N:20])=[CH:17][C:11]([C:12]([O:14][CH2:15][CH3:16])=[O:13])=[C:10]([CH3:21])[N:9]=2)[CH2:5]1.CCN(C(C)C)C(C)C.Cl[C:32]1[CH:37]=[CH:36][C:35]([S:38]([N:41]=[C:42]=[O:43])(=[O:40])=[O:39])=[CH:34][CH:33]=1.CCOC(C)=O, predict the reaction product. The product is: [C:19]([C:18]1[C:8]([N:6]2[CH2:5][CH:4]([NH:3][C:42]([NH:41][S:38]([C:35]3[CH:34]=[CH:33][CH:32]=[CH:37][CH:36]=3)(=[O:40])=[O:39])=[O:43])[CH2:7]2)=[N:9][C:10]([CH3:21])=[C:11]([CH:17]=1)[C:12]([O:14][CH2:15][CH3:16])=[O:13])#[N:20]. (2) Given the reactants [C:1](OCC)(=[O:6])[CH2:2][C:3]([CH3:5])=O.[NH:10]([C:12]1[CH:13]=[C:14]([CH:18]=[CH:19][CH:20]=1)[C:15]([OH:17])=[O:16])[NH2:11].O, predict the reaction product. The product is: [OH:6][C:1]1[N:10]([C:12]2[CH:13]=[C:14]([CH:18]=[CH:19][CH:20]=2)[C:15]([OH:17])=[O:16])[N:11]=[C:3]([CH3:5])[CH:2]=1.